This data is from Forward reaction prediction with 1.9M reactions from USPTO patents (1976-2016). The task is: Predict the product of the given reaction. Given the reactants [C:1]1([C:7]2[C:8]([C:16]3[CH:21]=[CH:20][C:19]([O:22]C)=[CH:18][CH:17]=3)=[CH:9][N:10]3[C:15]=2[CH:14]=[CH:13][CH:12]=[CH:11]3)[CH:6]=[CH:5][CH:4]=[CH:3][CH:2]=1.Br, predict the reaction product. The product is: [C:1]1([C:7]2[C:8]([C:16]3[CH:17]=[CH:18][C:19]([OH:22])=[CH:20][CH:21]=3)=[CH:9][N:10]3[C:15]=2[CH:14]=[CH:13][CH:12]=[CH:11]3)[CH:2]=[CH:3][CH:4]=[CH:5][CH:6]=1.